Dataset: Full USPTO retrosynthesis dataset with 1.9M reactions from patents (1976-2016). Task: Predict the reactants needed to synthesize the given product. (1) Given the product [F:1][C:2]1[CH:11]=[CH:10][C:5]([C:6]2[O:7][C:12]([CH3:13])=[N:9][N:8]=2)=[CH:4][CH:3]=1, predict the reactants needed to synthesize it. The reactants are: [F:1][C:2]1[CH:11]=[CH:10][C:5]([C:6]([NH:8][NH2:9])=[O:7])=[CH:4][CH:3]=1.[CH2:12](C(CC)(CC)C([O-])([O-])[O-])[CH3:13]. (2) Given the product [C:3]([C:5]1[CH:9]=[C:8]([C:10]2[CH:11]=[C:12]([C:16]3[CH:21]=[CH:20][CH:19]=[C:18]([C:22]4[O:26][N:25]=[C:24]([C:27]([OH:29])=[O:28])[CH:23]=4)[CH:17]=3)[CH:13]=[CH:14][CH:15]=2)[O:7][N:6]=1)([OH:4])=[O:2], predict the reactants needed to synthesize it. The reactants are: C[O:2][C:3]([C:5]1[CH:9]=[C:8]([C:10]2[CH:11]=[C:12]([C:16]3[CH:21]=[CH:20][CH:19]=[C:18]([C:22]4[O:26][N:25]=[C:24]([C:27]([O:29]C)=[O:28])[CH:23]=4)[CH:17]=3)[CH:13]=[CH:14][CH:15]=2)[O:7][N:6]=1)=[O:4]. (3) Given the product [Br:25][C:21]1[N:19]2[N:20]=[C:15]([C:12]3[CH:11]=[CH:10][C:9]([C:6]4[CH:5]=[CH:4][C:3]([O:2][CH3:1])=[CH:8][CH:7]=4)=[CH:14][CH:13]=3)[CH:16]=[CH:17][C:18]2=[N:23][C:22]=1[CH3:24], predict the reactants needed to synthesize it. The reactants are: [CH3:1][O:2][C:3]1[CH:8]=[CH:7][C:6]([C:9]2[CH:14]=[CH:13][C:12]([C:15]3[CH:16]=[CH:17][C:18]4[N:19]([CH:21]=[C:22]([CH3:24])[N:23]=4)[N:20]=3)=[CH:11][CH:10]=2)=[CH:5][CH:4]=1.[Br:25]N1C(=O)CCC1=O. (4) Given the product [NH2:1][C:2]1[C:3]([C:34]#[C:33][CH2:32][CH2:31][OH:35])=[N:4][C:5]([C:15]2[CH:20]=[CH:19][C:18]([CH3:21])=[CH:17][CH:16]=2)=[C:6]([C:8]2[CH:13]=[CH:12][C:11]([CH3:14])=[CH:10][CH:9]=2)[N:7]=1, predict the reactants needed to synthesize it. The reactants are: [NH2:1][C:2]1[C:3](C#CCCCCC(O)=O)=[N:4][C:5]([C:15]2[CH:20]=[CH:19][C:18]([CH3:21])=[CH:17][CH:16]=2)=[C:6]([C:8]2[CH:13]=[CH:12][C:11]([CH3:14])=[CH:10][CH:9]=2)[N:7]=1.[CH2:31]([OH:35])[CH2:32][C:33]#[CH:34]. (5) The reactants are: [F:1][C:2]1[CH:3]=[C:4]([C:8]2[NH:9][C:10]([CH2:19]O)=[C:11]([C:13]3[CH:14]=[N:15][CH:16]=[CH:17][CH:18]=3)[N:12]=2)[CH:5]=[CH:6][CH:7]=1.S(Cl)([Cl:23])=O. Given the product [ClH:23].[ClH:23].[F:1][C:2]1[CH:3]=[C:4]([C:8]2[NH:9][C:10]([CH2:19][Cl:23])=[C:11]([C:13]3[CH:14]=[N:15][CH:16]=[CH:17][CH:18]=3)[N:12]=2)[CH:5]=[CH:6][CH:7]=1, predict the reactants needed to synthesize it. (6) Given the product [CH3:28][O:27][C:23](=[O:26])[CH2:24][CH2:25][N:7]1[C:6]2[CH:5]=[C:4]([CH3:16])[CH:3]=[C:2]([Cl:1])[C:11]=2[O:10][CH:9]([CH:12]([CH3:13])[CH3:14])[C:8]1=[O:15], predict the reactants needed to synthesize it. The reactants are: [Cl:1][C:2]1[C:11]2[O:10][CH:9]([CH:12]([CH3:14])[CH3:13])[C:8](=[O:15])[NH:7][C:6]=2[CH:5]=[C:4]([CH3:16])[CH:3]=1.C(=O)([O-])[O-].[K+].[K+].[C:23]([O:27][CH3:28])(=[O:26])[CH:24]=[CH2:25].C(OCC)(=O)C.